Predict which catalyst facilitates the given reaction. From a dataset of Catalyst prediction with 721,799 reactions and 888 catalyst types from USPTO. (1) Reactant: [Cl:1][C:2]1[CH:12]=[C:11]([NH:13][CH3:14])[C:5]([C:6](OCC)=[O:7])=[CH:4][N:3]=1.[BH4-].[Li+]. Product: [Cl:1][C:2]1[N:3]=[CH:4][C:5]([CH2:6][OH:7])=[C:11]([NH:13][CH3:14])[CH:12]=1. The catalyst class is: 36. (2) Reactant: [CH3:1][O:2][C:3]1[CH:4]=[C:5]2[C:10](=[CH:11][C:12]=1[O:13][CH3:14])[N:9]=[CH:8][CH:7]=[C:6]2[O:15][C:16]1[CH:22]=[CH:21][C:19]([NH2:20])=[CH:18][CH:17]=1.C1(C)C=CC=CC=1.C(N(CC)CC)C.Cl[C:38](Cl)([O:40]C(=O)OC(Cl)(Cl)Cl)Cl.[Br:49][C:50]1[CH:51]=[C:52]([CH:56]=[CH:57][CH:58]=1)[CH:53]([OH:55])[CH3:54]. Product: [CH3:1][O:2][C:3]1[CH:4]=[C:5]2[C:10](=[CH:11][C:12]=1[O:13][CH3:14])[N:9]=[CH:8][CH:7]=[C:6]2[O:15][C:16]1[CH:22]=[CH:21][C:19]([NH:20][C:38](=[O:40])[O:55][CH:53]([C:52]2[CH:56]=[CH:57][CH:58]=[C:50]([Br:49])[CH:51]=2)[CH3:54])=[CH:18][CH:17]=1. The catalyst class is: 2. (3) The catalyst class is: 132. Reactant: C(OC(=O)[NH:7][CH2:8][CH2:9][N:10]([C:40]1[CH:45]=[C:44]([CH3:46])[CH:43]=[C:42]([CH3:47])[CH:41]=1)[CH2:11][C:12]1[CH:39]=[CH:38][C:15]2[N:16]=[C:17]([NH:28][CH2:29][CH2:30][CH2:31][N:32]3[CH2:37][CH2:36][O:35][CH2:34][CH2:33]3)[N:18]([CH2:19][C:20]3[C:25]([OH:26])=[CH:24][CH:23]=[C:22]([CH3:27])[N:21]=3)[C:14]=2[CH:13]=1)(C)(C)C.Cl. Product: [NH2:7][CH2:8][CH2:9][N:10]([CH2:11][C:12]1[CH:39]=[CH:38][C:15]2[N:16]=[C:17]([NH:28][CH2:29][CH2:30][CH2:31][N:32]3[CH2:37][CH2:36][O:35][CH2:34][CH2:33]3)[N:18]([CH2:19][C:20]3[C:25]([OH:26])=[CH:24][CH:23]=[C:22]([CH3:27])[N:21]=3)[C:14]=2[CH:13]=1)[C:40]1[CH:41]=[C:42]([CH3:47])[CH:43]=[C:44]([CH3:46])[CH:45]=1. (4) Reactant: [CH:1]1([N:5]2[CH2:11][CH2:10][C:9]3[CH:12]=[CH:13][C:14]([O:16][C:17]4[N:22]=[C:21]5[CH:23](O)[NH:24][C:25](=[O:26])[C:20]5=[CH:19][CH:18]=4)=[CH:15][C:8]=3[CH2:7][CH2:6]2)[CH2:4][CH2:3][CH2:2]1.C([SiH](CC)CC)C. Product: [CH:1]1([N:5]2[CH2:11][CH2:10][C:9]3[CH:12]=[CH:13][C:14]([O:16][C:17]4[N:22]=[C:21]5[CH2:23][NH:24][C:25](=[O:26])[C:20]5=[CH:19][CH:18]=4)=[CH:15][C:8]=3[CH2:7][CH2:6]2)[CH2:2][CH2:3][CH2:4]1. The catalyst class is: 55.